Dataset: Forward reaction prediction with 1.9M reactions from USPTO patents (1976-2016). Task: Predict the product of the given reaction. (1) Given the reactants [F:1][C:2]1[CH:7]=[CH:6][C:5]([S:8]([N:11]2[CH2:16][CH2:15][CH:14]([C:17](=[O:22])N(C)OC)[CH2:13][CH2:12]2)(=[O:10])=[O:9])=[CH:4][CH:3]=1.[F:23][C:24]1[CH:25]=[C:26]([Mg]Br)[CH:27]=[CH:28][CH:29]=1, predict the reaction product. The product is: [F:1][C:2]1[CH:7]=[CH:6][C:5]([S:8]([N:11]2[CH2:16][CH2:15][CH:14]([C:17](=[O:22])[C:28]3[CH:27]=[CH:26][CH:25]=[C:24]([F:23])[CH:29]=3)[CH2:13][CH2:12]2)(=[O:10])=[O:9])=[CH:4][CH:3]=1. (2) Given the reactants I[C:2]1[CH:7]=[CH:6][C:5]([C:8]2[N:9]([C:19]3[CH:20]=[N:21][C:22]([CH3:25])=[CH:23][CH:24]=3)[CH:10]=[C:11]([C:13]3[CH:18]=[CH:17][CH:16]=[CH:15][N:14]=3)[N:12]=2)=[CH:4][CH:3]=1.[N:26]1[CH:31]=[CH:30][N:29]=[C:28]2[NH:32][CH:33]=[CH:34][C:27]=12.[O-]P([O-])([O-])=O.[K+].[K+].[K+].CN(C)[C@@H]1CCCC[C@H]1N, predict the reaction product. The product is: [CH3:25][C:22]1[N:21]=[CH:20][C:19]([N:9]2[CH:10]=[C:11]([C:13]3[CH:18]=[CH:17][CH:16]=[CH:15][N:14]=3)[N:12]=[C:8]2[C:5]2[CH:6]=[CH:7][C:2]([N:32]3[C:28]4[C:27](=[N:26][CH:31]=[CH:30][N:29]=4)[CH:34]=[CH:33]3)=[CH:3][CH:4]=2)=[CH:24][CH:23]=1. (3) The product is: [CH3:1][O:2][C:3]([C:5]12[CH2:11][C:9]([C:12]([OH:14])=[O:13])([CH2:10]1)[CH2:8][CH2:7][CH2:6]2)=[O:4]. Given the reactants [CH3:1][O:2][C:3]([C:5]12[CH2:11][C:9]([C:12]([O:14]C)=[O:13])([CH2:10]1)[CH2:8][CH2:7][CH2:6]2)=[O:4], predict the reaction product.